From a dataset of Full USPTO retrosynthesis dataset with 1.9M reactions from patents (1976-2016). Predict the reactants needed to synthesize the given product. (1) Given the product [NH2:34][C:31]1[CH:32]=[CH:33][C:28]([N:8]2[CH2:7][CH2:6][C:5]3[C:10](=[CH:11][CH:12]=[C:3]([O:2][CH3:1])[CH:4]=3)[CH:9]2[CH2:13][C:14]2[CH:19]=[CH:18][C:17]([O:20][CH2:21][C:22]3[CH:23]=[CH:24][CH:25]=[CH:26][CH:27]=3)=[CH:16][CH:15]=2)=[CH:29][CH:30]=1, predict the reactants needed to synthesize it. The reactants are: [CH3:1][O:2][C:3]1[CH:4]=[C:5]2[C:10](=[CH:11][CH:12]=1)[CH:9]([CH2:13][C:14]1[CH:19]=[CH:18][C:17]([O:20][CH2:21][C:22]3[CH:27]=[CH:26][CH:25]=[CH:24][CH:23]=3)=[CH:16][CH:15]=1)[N:8]([C:28]1[CH:33]=[CH:32][C:31]([N+:34]([O-])=O)=[CH:30][CH:29]=1)[CH2:7][CH2:6]2.Cl[Sn]Cl.O. (2) Given the product [CH3:1][O:2][C:3]1[CH:4]=[C:5]2[C:18](=[CH:19][CH:20]=1)[C:17]1[C:12](=[CH:13][C:14]3[C:15](=[C:21]4[C:26]([CH:27]=3)=[CH:25][C:24]([C:50]3[N:55]=[C:54]([C:56]5[CH:61]=[CH:60][CH:59]=[CH:58][CH:57]=5)[N:53]=[C:52]([C:62]5[CH:67]=[CH:66][CH:65]=[CH:64][CH:63]=5)[N:51]=3)=[CH:23][C:22]34[C:37]4[CH:38]=[CH:39][CH:40]=[CH:41][C:42]=4[C:43]4[C:48]3=[CH:47][CH:46]=[CH:45][CH:44]=4)[CH:16]=1)[C:11]1[C:6]2=[CH:7][CH:8]=[CH:9][CH:10]=1, predict the reactants needed to synthesize it. The reactants are: [CH3:1][O:2][C:3]1[CH:4]=[C:5]2[C:18](=[CH:19][CH:20]=1)[C:17]1[C:12](=[CH:13][C:14]3[C:15](=[C:21]4[C:26]([CH:27]=3)=[CH:25][C:24](B3OC(C)(C)C(C)(C)O3)=[CH:23][C:22]34[C:48]4[CH:47]=[CH:46][CH:45]=[CH:44][C:43]=4[C:42]4[C:37]3=[CH:38][CH:39]=[CH:40][CH:41]=4)[CH:16]=1)[C:11]1[C:6]2=[CH:7][CH:8]=[CH:9][CH:10]=1.Cl[C:50]1[N:55]=[C:54]([C:56]2[CH:61]=[CH:60][CH:59]=[CH:58][CH:57]=2)[N:53]=[C:52]([C:62]2[CH:67]=[CH:66][CH:65]=[CH:64][CH:63]=2)[N:51]=1.C([O-])([O-])=O.[Na+].[Na+].CCO. (3) The reactants are: [F:1][C:2]1[CH:3]=[C:4]([CH:38]=[CH:39][C:40]=1[F:41])[CH2:5][O:6][C:7]1([C:30]([NH:32][CH2:33][C:34]([F:37])([F:36])[F:35])=[O:31])[CH2:12][CH2:11][CH2:10][N:9]2[C:13]([C:16]3[CH:21]=[CH:20][C:19]([C:22]4[O:26][C:25]([CH3:27])=[N:24][CH:23]=4)=[C:18]([O:28][CH3:29])[CH:17]=3)=[N:14][N:15]=[C:8]12.[C:42](=O)([O-])[O-].[Cs+].[Cs+].CI.O. Given the product [F:1][C:2]1[CH:3]=[C:4]([CH:38]=[CH:39][C:40]=1[F:41])[CH2:5][O:6][C:7]1([C:30]([N:32]([CH3:42])[CH2:33][C:34]([F:37])([F:35])[F:36])=[O:31])[CH2:12][CH2:11][CH2:10][N:9]2[C:13]([C:16]3[CH:21]=[CH:20][C:19]([C:22]4[O:26][C:25]([CH3:27])=[N:24][CH:23]=4)=[C:18]([O:28][CH3:29])[CH:17]=3)=[N:14][N:15]=[C:8]12, predict the reactants needed to synthesize it. (4) Given the product [NH2:1][C@@H:4]([CH3:24])[C@H:5]([NH:16][C:17]([O:19][C:20]([CH3:23])([CH3:22])[CH3:21])=[O:18])[C:6]([OH:8])=[O:7], predict the reactants needed to synthesize it. The reactants are: [N:1]([C@@H:4]([CH3:24])[C@H:5]([NH:16][C:17]([O:19][C:20]([CH3:23])([CH3:22])[CH3:21])=[O:18])[C:6]([O:8]CC1C=CC=CC=1)=[O:7])=[N+]=[N-]. (5) The reactants are: [O:1]=[S:2]1(=[O:32])[C:8]2[CH:9]=[CH:10][CH:11]=[CH:12][C:7]=2[CH2:6][N:5]([C:13]2[CH:22]=[C:21]([N:23]3[CH2:27][CH2:26][CH:25]([C:28](Cl)=[O:29])[CH2:24]3)[C:20]3[C:15](=[CH:16][CH:17]=[C:18]([CH3:31])[CH:19]=3)[N:14]=2)[CH2:4][CH2:3]1.[NH3:33]. Given the product [O:1]=[S:2]1(=[O:32])[C:8]2[CH:9]=[CH:10][CH:11]=[CH:12][C:7]=2[CH2:6][N:5]([C:13]2[CH:22]=[C:21]([N:23]3[CH2:27][CH2:26][CH:25]([C:28]([NH2:33])=[O:29])[CH2:24]3)[C:20]3[C:15](=[CH:16][CH:17]=[C:18]([CH3:31])[CH:19]=3)[N:14]=2)[CH2:4][CH2:3]1, predict the reactants needed to synthesize it. (6) Given the product [C:27]1([CH2:26][O:25][C:23](=[O:24])[CH2:22][C:18]2[CH2:17][CH2:16][CH2:15][C:14](=[O:19])[C:13]=2[OH:20])[CH:32]=[CH:31][CH:30]=[CH:29][CH:28]=1, predict the reactants needed to synthesize it. The reactants are: C([Li])CCC.C(NC(C)C)(C)C.[C:13]1(=[O:20])[CH2:18][CH2:17][CH2:16][CH2:15][C:14]1=[O:19].Br[CH2:22][C:23]([O:25][CH2:26][C:27]1[CH:32]=[CH:31][CH:30]=[CH:29][CH:28]=1)=[O:24]. (7) Given the product [F:12][C:6]([F:11])([S:7]([O-:10])(=[O:9])=[O:8])[C:5]([F:14])([F:13])[C:4]([F:15])([F:16])[C:3]([F:2])([F:21])[S:17]([O-:20])(=[O:18])=[O:19].[C:24]([C:28]1[CH:33]=[CH:32][C:31]([S+:34]([C:41]2[CH:46]=[CH:45][CH:44]=[CH:43][CH:42]=2)[C:35]2[CH:36]=[CH:37][CH:38]=[CH:39][CH:40]=2)=[CH:30][CH:29]=1)([CH3:27])([CH3:25])[CH3:26].[C:47]([C:51]1[CH:56]=[CH:55][C:54]([S+:57]([C:64]2[CH:69]=[CH:68][CH:67]=[CH:66][CH:65]=2)[C:58]2[CH:59]=[CH:60][CH:61]=[CH:62][CH:63]=2)=[CH:53][CH:52]=1)([CH3:50])([CH3:48])[CH3:49], predict the reactants needed to synthesize it. The reactants are: [K+].[F:2][C:3]([F:21])([S:17]([O-:20])(=[O:19])=[O:18])[C:4]([F:16])([F:15])[C:5]([F:14])([F:13])[C:6]([F:12])([F:11])[S:7]([O-:10])(=[O:9])=[O:8].[K+].[Br-].[C:24]([C:28]1[CH:33]=[CH:32][C:31]([S+:34]([C:41]2[CH:46]=[CH:45][CH:44]=[CH:43][CH:42]=2)[C:35]2[CH:40]=[CH:39][CH:38]=[CH:37][CH:36]=2)=[CH:30][CH:29]=1)([CH3:27])([CH3:26])[CH3:25].[C:47]([C:51]1[CH:56]=[CH:55][C:54]([S+:57]([C:64]2[CH:69]=[CH:68][CH:67]=[CH:66][CH:65]=2)[C:58]2[CH:63]=[CH:62][CH:61]=[CH:60][CH:59]=2)=[CH:53][CH:52]=1)([CH3:50])([CH3:49])[CH3:48].[Br-].